From a dataset of Reaction yield outcomes from USPTO patents with 853,638 reactions. Predict the reaction yield, written as a fraction of the theoretical maximum amount of product (1.0 means a 100% yield; for example, 0.34 means a 34% yield). (1) The reactants are [Cl:1][C:2]1[CH:7]=[CH:6][C:5]([N:8]([C@H:12]2[C:21]3[C:16](=[CH:17][CH:18]=[CH:19][CH:20]=3)[N:15]([C:22](=[O:37])[C:23]3[CH:28]=[CH:27][C:26]([O:29][CH2:30][CH:31]4[CH2:36][CH2:35][NH:34][CH2:33][CH2:32]4)=[CH:25][CH:24]=3)[C@@H:14]([CH3:38])[CH2:13]2)[C:9](=[O:11])[CH3:10])=[CH:4][CH:3]=1.CCN(C(C)C)C(C)C.[C:48](Cl)(=[O:50])[CH3:49]. The catalyst is ClCCl. The product is [C:48]([N:34]1[CH2:35][CH2:36][CH:31]([CH2:30][O:29][C:26]2[CH:27]=[CH:28][C:23]([C:22]([N:15]3[C:16]4[C:21](=[CH:20][CH:19]=[CH:18][CH:17]=4)[C@H:12]([N:8]([C:5]4[CH:6]=[CH:7][C:2]([Cl:1])=[CH:3][CH:4]=4)[C:9](=[O:11])[CH3:10])[CH2:13][C@@H:14]3[CH3:38])=[O:37])=[CH:24][CH:25]=2)[CH2:32][CH2:33]1)(=[O:50])[CH3:49]. The yield is 0.490. (2) The reactants are [CH3:1][O:2][C:3](=[O:12])[C:4]1[C:9]([Br:10])=[CH:8][N:7]=[C:6]([NH2:11])[CH:5]=1.C([O-])(O)=O.[Na+].Cl[CH2:19][CH:20]=O. The catalyst is CCO. The product is [CH3:1][O:2][C:3]([C:4]1[C:9]([Br:10])=[CH:8][N:7]2[CH:19]=[CH:20][N:11]=[C:6]2[CH:5]=1)=[O:12]. The yield is 0.910. (3) The reactants are [Cl:1][C:2]1[CH:7]=[C:6]([NH:8][CH:9]2[CH2:14][CH2:13][N:12]([CH:15]3[CH2:20][CH2:19][O:18][CH2:17][CH2:16]3)[CH2:11][CH2:10]2)[C:5]([NH2:21])=[CH:4][C:3]=1[CH:22]([F:24])[F:23].C(N(CC)C(C)C)(C)C.Cl[C:35](OCC)=[O:36]. The product is [ClH:1].[Cl:1][C:2]1[C:3]([CH:22]([F:24])[F:23])=[CH:4][C:5]2[NH:21][C:35](=[O:36])[N:8]([CH:9]3[CH2:10][CH2:11][N:12]([CH:15]4[CH2:16][CH2:17][O:18][CH2:19][CH2:20]4)[CH2:13][CH2:14]3)[C:6]=2[CH:7]=1. The catalyst is O1CCCC1. The yield is 0.470. (4) The reactants are [CH3:1][C:2]1[C:3]([CH2:9][N:10]([CH2:16][C:17]2[C:22]([CH:23]([CH3:25])[CH3:24])=[CH:21][CH:20]=[CH:19][N:18]=2)[CH2:11][CH2:12][CH2:13][CH2:14][NH2:15])=[N:4][CH:5]=[C:6]([CH3:8])[CH:7]=1.Cl[CH2:27][CH2:28][N:29]=[C:30]=[O:31].[H-].[Na+]. The catalyst is C(Cl)Cl.C1COCC1. The product is [CH3:1][C:2]1[C:3]([CH2:9][N:10]([CH2:16][C:17]2[C:22]([CH:23]([CH3:25])[CH3:24])=[CH:21][CH:20]=[CH:19][N:18]=2)[CH2:11][CH2:12][CH2:13][CH2:14][N:15]2[CH2:27][CH2:28][NH:29][C:30]2=[O:31])=[N:4][CH:5]=[C:6]([CH3:8])[CH:7]=1. The yield is 0.410. (5) The reactants are [C:1]([CH2:3][CH2:4][C:5]1[CH:10]=[CH:9][C:8]([C:11]2[CH:16]=[CH:15][C:14](OS(C(F)(F)F)(=O)=O)=[C:13]([CH2:25][CH:26]([CH3:28])[CH3:27])[CH:12]=2)=[C:7]([CH2:29][CH:30]([CH3:32])[CH3:31])[CH:6]=1)#[N:2].CO[C:35]1[CH:40]=[CH:39][C:38](B2OC(C)(C)C(C)(C)O2)=[CH:37][C:36]=1[CH2:50][C:51]1[C:60]2[C:55](=[CH:56][CH:57]=[CH:58][CH:59]=2)[CH:54]=[CH:53][CH:52]=1.[C:61]([O-:64])([O-])=O.[Na+].[Na+].C(Cl)Cl. The catalyst is COCCOC.CCO.C1C=CC([P]([Pd]([P](C2C=CC=CC=2)(C2C=CC=CC=2)C2C=CC=CC=2)([P](C2C=CC=CC=2)(C2C=CC=CC=2)C2C=CC=CC=2)[P](C2C=CC=CC=2)(C2C=CC=CC=2)C2C=CC=CC=2)(C2C=CC=CC=2)C2C=CC=CC=2)=CC=1. The product is [CH2:25]([C:13]1[CH:12]=[C:11]([C:8]2[CH:9]=[CH:10][C:5]([CH2:4][CH2:3][C:1]#[N:2])=[CH:6][C:7]=2[CH2:29][CH:30]([CH3:32])[CH3:31])[CH:16]=[CH:15][C:14]=1[C:38]1[CH:39]=[CH:40][C:35]([O:64][CH3:61])=[C:36]([CH2:50][C:51]2[C:60]3[C:55](=[CH:56][CH:57]=[CH:58][CH:59]=3)[CH:54]=[CH:53][CH:52]=2)[CH:37]=1)[CH:26]([CH3:28])[CH3:27]. The yield is 0.799. (6) The reactants are [C:1](=O)([O:32]C1C=CC([N+]([O-])=O)=CC=1)[O:2][C@@H:3]1[CH2:7][C@H:6]([C:8]2[N:12]3[C:13]4[CH:19]=[CH:18][N:17](S(C5C=CC(C)=CC=5)(=O)=O)[C:14]=4[N:15]=[CH:16][C:11]3=[N:10][N:9]=2)[C@H:5]([CH2:30][CH3:31])[CH2:4]1.[CH:43]1([NH2:47])[CH2:46][CH2:45][CH2:44]1.[OH-].[Na+]. The catalyst is O1CCOCC1. The product is [CH:43]1([NH:47][C:1](=[O:32])[O:2][C@@H:3]2[CH2:7][C@H:6]([C:8]3[N:12]4[C:13]5[CH:19]=[CH:18][NH:17][C:14]=5[N:15]=[CH:16][C:11]4=[N:10][N:9]=3)[C@H:5]([CH2:30][CH3:31])[CH2:4]2)[CH2:46][CH2:45][CH2:44]1. The yield is 0.500. (7) The reactants are C1C=CC(P(C2C(C3C(P(C4C=CC=CC=4)C4C=CC=CC=4)=CC=C4C=3C=CC=C4)=C3C(C=CC=C3)=CC=2)C2C=CC=CC=2)=CC=1.Br[C:48]1[CH:49]=[C:50]([CH:53]=[CH:54][CH:55]=1)[CH2:51][OH:52].[NH2:56][C:57]1[CH:62]=[CH:61][CH:60]=[CH:59][CH:58]=1.C(=O)([O-])[O-].[Cs+].[Cs+]. The catalyst is C1(C)C=CC=CC=1.CCOCC.C([O-])(=O)C.[Pd+2].C([O-])(=O)C. The product is [C:57]1([NH:56][C:48]2[CH:49]=[C:50]([CH2:51][OH:52])[CH:53]=[CH:54][CH:55]=2)[CH:62]=[CH:61][CH:60]=[CH:59][CH:58]=1. The yield is 0.320. (8) The reactants are [N+:1]([C:4]1[CH:9]=[CH:8][C:7]([OH:10])=[CH:6][CH:5]=1)([O-:3])=[O:2].[F:11][C:12]1[CH:19]=[C:18]([F:20])[C:17]([F:21])=[CH:16][C:13]=1[CH2:14]Br. No catalyst specified. The product is [F:21][C:17]1[CH:16]=[C:13]([CH2:14][O:10][C:7]2[CH:8]=[CH:9][C:4]([N+:1]([O-:3])=[O:2])=[CH:5][CH:6]=2)[C:12]([F:11])=[CH:19][C:18]=1[F:20]. The yield is 0.920. (9) The reactants are [CH3:1][O:2][C:3]1[C:4]([CH3:34])=[C:5]([C:25]([O:32][CH3:33])=[C:26]([O:30][CH3:31])[C:27]=1[O:28][CH3:29])[CH2:6][C:7]1[CH:16]=[CH:15][C:10]([C:11]([O:13][CH3:14])=[O:12])=[C:9]([O:17]CC2C=CC=CC=2)[CH:8]=1.[H][H]. The catalyst is CO.[C].[Pd]. The product is [CH3:1][O:2][C:3]1[C:4]([CH3:34])=[C:5]([C:25]([O:32][CH3:33])=[C:26]([O:30][CH3:31])[C:27]=1[O:28][CH3:29])[CH2:6][C:7]1[CH:16]=[CH:15][C:10]([C:11]([O:13][CH3:14])=[O:12])=[C:9]([OH:17])[CH:8]=1. The yield is 0.970. (10) The reactants are [CH3:1][CH:2]1[C:7](=O)[CH2:6][CH2:5][N:4]([C:9]([O:11][C:12]([CH3:15])([CH3:14])[CH3:13])=[O:10])[CH2:3]1.N1CCCC1.O.[C:22]([NH2:26])(=[O:25])[C:23]#[CH:24]. The catalyst is C1(C)C=CC=CC=1. The product is [CH3:1][CH:2]1[C:7]2[NH:26][C:22](=[O:25])[CH:23]=[CH:24][C:6]=2[CH2:5][N:4]([C:9]([O:11][C:12]([CH3:15])([CH3:14])[CH3:13])=[O:10])[CH2:3]1. The yield is 0.550.